Dataset: Reaction yield outcomes from USPTO patents with 853,638 reactions. Task: Predict the reaction yield, written as a fraction of the theoretical maximum amount of product (1.0 means a 100% yield; for example, 0.34 means a 34% yield). (1) The reactants are [NH2:1][N:2]1[C:6]([C:7]([O:9]CC)=O)=[C:5]([CH3:12])[N:4]=[CH:3]1.[N:13]1[CH:18]=[CH:17][CH:16]=[CH:15][CH:14]=1.[OH-].[NH4+].[C:21]([O:24][CH2:25][CH3:26])(=O)[CH3:22]. No catalyst specified. The product is [CH2:25]([O:24][C:21]1[CH:22]=[CH:14][CH:15]=[CH:16][C:17]=1[C:18]1[NH:13][C:7](=[O:9])[C:6]2=[C:5]([CH3:12])[N:4]=[CH:3][N:2]2[N:1]=1)[CH3:26]. The yield is 0.130. (2) The reactants are C([O:3][C:4]([C:6]1[C:7]([C:12]2[CH:17]=[CH:16][CH:15]=[CH:14][N:13]=2)=[N:8][O:9][C:10]=1[CH3:11])=O)C.[H-].[Al+3].[Li+].[H-].[H-].[H-].O.[OH-].[Na+]. The catalyst is C1COCC1. The product is [CH3:11][C:10]1[O:9][N:8]=[C:7]([C:12]2[CH:17]=[CH:16][CH:15]=[CH:14][N:13]=2)[C:6]=1[CH2:4][OH:3]. The yield is 0.860.